From a dataset of Forward reaction prediction with 1.9M reactions from USPTO patents (1976-2016). Predict the product of the given reaction. (1) Given the reactants Br[C:2]1[N:7]=[CH:6][C:5]2[N:8]=[CH:9][N:10]([C:11]3[CH:18]=[CH:17][C:14]([C:15]#[N:16])=[CH:13][CH:12]=3)[C:4]=2[CH:3]=1.[CH3:19][N:20]1[CH2:25][CH2:24][N:23]([C:26]([C:28]2[CH:33]=[CH:32][C:31](B3OC(C)(C)C(C)(C)O3)=[CH:30][CH:29]=2)=[O:27])[CH2:22][CH2:21]1.C([O-])(O)=O.[Na+], predict the reaction product. The product is: [CH3:19][N:20]1[CH2:25][CH2:24][N:23]([C:26]([C:28]2[CH:33]=[CH:32][C:31]([C:2]3[N:7]=[CH:6][C:5]4[N:8]=[CH:9][N:10]([C:11]5[CH:18]=[CH:17][C:14]([C:15]#[N:16])=[CH:13][CH:12]=5)[C:4]=4[CH:3]=3)=[CH:30][CH:29]=2)=[O:27])[CH2:22][CH2:21]1. (2) The product is: [N+:1]([C:4]1[CH:8]=[N:7][NH:6][C:5]=1[C:9]([NH2:19])=[O:11])([O-:3])=[O:2]. Given the reactants [N+:1]([C:4]1[CH:8]=[N:7][NH:6][C:5]=1[C:9]([OH:11])=O)([O-:3])=[O:2].C(Cl)(=O)C(Cl)=O.C[N:19](C)C=O, predict the reaction product. (3) Given the reactants C(OC([N:8]1[CH:12]=[CH:11][CH:10]=[C:9]1[C:13]1[CH:22]=[C:21]2[C:16]([CH:17]=[C:18]([CH2:23][CH2:24][N:25]3[CH2:29][CH2:28][CH2:27][C@H:26]3[CH3:30])[N:19]=[N:20]2)=[CH:15][CH:14]=1)=O)(C)(C)C.C[O-].[Na+], predict the reaction product. The product is: [CH3:30][C@@H:26]1[CH2:27][CH2:28][CH2:29][N:25]1[CH2:24][CH2:23][C:18]1[N:19]=[N:20][C:21]2[C:16]([CH:17]=1)=[CH:15][CH:14]=[C:13]([C:9]1[NH:8][CH:12]=[CH:11][CH:10]=1)[CH:22]=2. (4) The product is: [CH2:1]([N:7]1[CH2:12][CH2:11][C:10]([CH3:28])([C:13]2[CH:18]=[CH:17][CH:16]=[C:15]([C:19]3[N:20]=[N:21][NH:22][CH:23]=3)[CH:14]=2)[CH:9]([CH3:29])[CH2:8]1)[CH2:2][CH2:3][CH2:4][CH2:5][CH3:6]. Given the reactants [CH2:1]([N:7]1[CH2:12][CH2:11][C:10]([CH3:28])([C:13]2[CH:18]=[CH:17][CH:16]=[C:15]([C:19]3[N:20]=[N:21][NH:22][C:23]=3[Si](C)(C)C)[CH:14]=2)[CH:9]([CH3:29])[CH2:8]1)[CH2:2][CH2:3][CH2:4][CH2:5][CH3:6].C(=O)([O-])O.[Na+], predict the reaction product. (5) Given the reactants [NH2:1][C:2]1[CH:10]=[CH:9][CH:8]=[C:7]2[C:3]=1[CH2:4][C:5](=[O:11])[NH:6]2.[Cl:12][CH2:13][C:14](Cl)=[O:15], predict the reaction product. The product is: [Cl:12][CH2:13][C:14]([NH:1][C:2]1[CH:10]=[CH:9][CH:8]=[C:7]2[C:3]=1[CH2:4][C:5](=[O:11])[NH:6]2)=[O:15]. (6) Given the reactants [CH3:1][C:2]1[O:6][C:5]([C:7]2[CH:12]=[CH:11][C:10]([CH3:13])=[CH:9][CH:8]=2)=[N:4][C:3]=1[CH2:14][O:15][C@@H:16]1[CH2:21][CH2:20][CH2:19][C@H:18]([CH2:22][O:23][C:24]([CH3:33])([CH3:32])[C:25]([O:27]C(C)(C)C)=[O:26])[CH2:17]1, predict the reaction product. The product is: [CH3:1][C:2]1[O:6][C:5]([C:7]2[CH:8]=[CH:9][C:10]([CH3:13])=[CH:11][CH:12]=2)=[N:4][C:3]=1[CH2:14][O:15][C@@H:16]1[CH2:21][CH2:20][CH2:19][C@H:18]([CH2:22][O:23][C:24]([CH3:33])([CH3:32])[C:25]([OH:27])=[O:26])[CH2:17]1. (7) Given the reactants C[O:2][C:3]([C:5]1[N:6]=[C:7]([CH3:17])[S:8][C:9]=1[C:10]1[CH:15]=[CH:14][C:13]([F:16])=[CH:12][CH:11]=1)=[O:4].[OH-].[Na+], predict the reaction product. The product is: [F:16][C:13]1[CH:12]=[CH:11][C:10]([C:9]2[S:8][C:7]([CH3:17])=[N:6][C:5]=2[C:3]([OH:4])=[O:2])=[CH:15][CH:14]=1. (8) Given the reactants [CH3:1][C:2]1([OH:5])[CH2:4][CH2:3]1.C(N(CC)CC)C.[CH2:13]1[C:18](=[O:19])[N:17]([O:20][C:21](ON2C(=O)CCC2=O)=[O:22])[C:15](=[O:16])[CH2:14]1, predict the reaction product. The product is: [C:21](=[O:22])([O:5][C:2]1([CH3:1])[CH2:4][CH2:3]1)[O:20][N:17]1[C:18](=[O:19])[CH2:13][CH2:14][C:15]1=[O:16]. (9) Given the reactants [I-].[CH3:2][S+](C)C.[OH-].[K+].[F:8][C:9]([F:22])([F:21])[C:10]1([C:13]2[CH:20]=[CH:19][C:16]([CH:17]=[O:18])=[CH:15][CH:14]=2)[N:12]=[N:11]1.O, predict the reaction product. The product is: [O:18]1[CH2:2][CH:17]1[C:16]1[CH:19]=[CH:20][C:13]([C:10]2([C:9]([F:8])([F:21])[F:22])[N:11]=[N:12]2)=[CH:14][CH:15]=1. (10) Given the reactants O.[C:2]([OH:6])(=[O:5])[CH:3]=O.[CH2:7]([SH:11])[CH2:8][CH2:9][SH:10].C1(C)C=CC(S(O)(=O)=O)=CC=1, predict the reaction product. The product is: [S:10]1[CH2:9][CH2:8][CH2:7][S:11][CH:3]1[C:2]([OH:6])=[O:5].